Dataset: Forward reaction prediction with 1.9M reactions from USPTO patents (1976-2016). Task: Predict the product of the given reaction. Given the reactants [CH2:1]([NH:4][C:5]1[N:14]=[C:13]([NH2:15])[C:12]2[C:7](=[CH:8][CH:9]=[C:10]([N+:16]([O-:18])=[O:17])[CH:11]=2)[N:6]=1)[CH:2]=[CH2:3].[CH3:19][C:20]([CH3:23])([O-])[CH3:21].[K+].[C:25]([N:29]=[C:30]=[O:31])([CH3:28])([CH3:27])[CH3:26].C[N:33]([CH:35]=[O:36])C, predict the reaction product. The product is: [CH2:1]([N:4]([C:5]1[N:14]=[C:13]([NH:15][C:30](=[O:31])[NH:29][C:25]([CH3:28])([CH3:27])[CH3:26])[C:12]2[C:7](=[CH:8][CH:9]=[C:10]([N+:16]([O-:18])=[O:17])[CH:11]=2)[N:6]=1)[C:35](=[O:36])[NH:33][C:20]([CH3:23])([CH3:21])[CH3:19])[CH:2]=[CH2:3].